Dataset: Reaction yield outcomes from USPTO patents with 853,638 reactions. Task: Predict the reaction yield, written as a fraction of the theoretical maximum amount of product (1.0 means a 100% yield; for example, 0.34 means a 34% yield). (1) The reactants are F[C:2]1[CH:11]=[C:10]2[C:5]([C:6](=[O:12])[NH:7][CH:8]=[N:9]2)=[CH:4][CH:3]=1.[NH2:13][CH2:14][CH2:15][CH2:16][OH:17].Cl. The catalyst is O.O1CCOCC1. The product is [NH2:13][CH2:14][CH2:15][CH2:16][O:17][C:2]1[CH:11]=[C:10]2[C:5]([C:6](=[O:12])[NH:7][CH:8]=[N:9]2)=[CH:4][CH:3]=1. The yield is 0.170. (2) The reactants are Cl[C:2]1[N:3]([CH2:10][C@@:11]([CH3:27])([OH:26])[CH2:12][N:13]2[CH2:18][CH2:17][N:16]([C:19]3[CH:24]=[CH:23][C:22]([Cl:25])=[CH:21][CH:20]=3)[CH2:15][CH2:14]2)[CH:4]=[C:5]([N+:7]([O-:9])=[O:8])[N:6]=1.[H-].[Na+].C(OCC)(=O)C. The catalyst is CN(C=O)C. The product is [Cl:25][C:22]1[CH:23]=[CH:24][C:19]([N:16]2[CH2:17][CH2:18][N:13]([CH2:12][C@:11]3([CH3:27])[O:26][C:2]4=[N:6][C:5]([N+:7]([O-:9])=[O:8])=[CH:4][N:3]4[CH2:10]3)[CH2:14][CH2:15]2)=[CH:20][CH:21]=1. The yield is 0.900. (3) The reactants are [CH3:1][O:2][C:3]([CH:5]1[C:9]([CH3:10])=[C:8]([C:11]2[CH:16]=[CH:15][CH:14]=[CH:13][C:12]=2[C:17]([F:20])([F:19])[F:18])[NH:7][CH2:6]1)=[O:4]. The catalyst is C1(C)C=CC=CC=1.[Pd]. The product is [CH3:1][O:2][C:3]([C:5]1[C:9]([CH3:10])=[C:8]([C:11]2[CH:16]=[CH:15][CH:14]=[CH:13][C:12]=2[C:17]([F:20])([F:19])[F:18])[NH:7][CH:6]=1)=[O:4]. The yield is 0.290. (4) The reactants are O[Li].O.[Br:4][C:5]1[CH:6]=[C:7]2[C:12](=[CH:13][CH:14]=1)[C:11]([CH2:15][N:16]1[C:22](=[O:23])[C@@H:21]([NH:24][C:25]([O:27][C:28]([CH3:31])([CH3:30])[CH3:29])=[O:26])[CH2:20][O:19][C:18]3[C:32]([C:36]([O:38]C)=[O:37])=[CH:33][CH:34]=[CH:35][C:17]1=3)=[C:10]([O:40][CH3:41])[CH:9]=[CH:8]2. The catalyst is CO. The product is [Br:4][C:5]1[CH:6]=[C:7]2[C:12](=[CH:13][CH:14]=1)[C:11]([CH2:15][N:16]1[C:22](=[O:23])[C@@H:21]([NH:24][C:25]([O:27][C:28]([CH3:31])([CH3:30])[CH3:29])=[O:26])[CH2:20][O:19][C:18]3[C:32]([C:36]([OH:38])=[O:37])=[CH:33][CH:34]=[CH:35][C:17]1=3)=[C:10]([O:40][CH3:41])[CH:9]=[CH:8]2. The yield is 0.900. (5) The reactants are Cl.[CH3:2][C:3]1([CH3:21])[C:7]([CH3:9])([CH3:8])[O:6][B:5]([C:10]2[CH:11]=[N:12][N:13]([CH:15]3[CH2:20][CH2:19][NH:18][CH2:17][CH2:16]3)[CH:14]=2)[O:4]1.[C:22](Cl)(=[O:24])[CH3:23].CCN(C(C)C)C(C)C. The catalyst is CN(C=O)C. The product is [CH3:2][C:3]1([CH3:21])[C:7]([CH3:8])([CH3:9])[O:6][B:5]([C:10]2[CH:11]=[N:12][N:13]([CH:15]3[CH2:20][CH2:19][N:18]([C:22](=[O:24])[CH3:23])[CH2:17][CH2:16]3)[CH:14]=2)[O:4]1. The yield is 0.990. (6) The reactants are Br[C:2]1[CH:7]=[CH:6][C:5]([CH:8]([N:16]([CH3:33])[C:17](=[O:32])[CH2:18][N:19]2[C:24]3[CH:25]=[C:26]([Cl:30])[C:27]([Cl:29])=[CH:28][C:23]=3[O:22][CH2:21][C:20]2=[O:31])[CH2:9][N:10]2[CH2:15][CH2:14][O:13][CH2:12][CH2:11]2)=[CH:4][C:3]=1[F:34].[CH3:35][S:36]([NH:39][C:40]1[CH:45]=[CH:44][C:43](B(O)O)=[CH:42][CH:41]=1)(=[O:38])=[O:37].C([O-])([O-])=O.[Na+].[Na+]. The catalyst is CN(C=O)C.C1C=CC(P(C2C=CC=CC=2)[C-]2C=CC=C2)=CC=1.C1C=CC(P(C2C=CC=CC=2)[C-]2C=CC=C2)=CC=1.Cl[Pd]Cl.[Fe+2]. The product is [Cl:30][C:26]1[C:27]([Cl:29])=[CH:28][C:23]2[O:22][CH2:21][C:20](=[O:31])[N:19]([CH2:18][C:17]([N:16]([CH:8]([C:5]3[CH:6]=[CH:7][C:2]([C:43]4[CH:42]=[CH:41][C:40]([NH:39][S:36]([CH3:35])(=[O:37])=[O:38])=[CH:45][CH:44]=4)=[C:3]([F:34])[CH:4]=3)[CH2:9][N:10]3[CH2:15][CH2:14][O:13][CH2:12][CH2:11]3)[CH3:33])=[O:32])[C:24]=2[CH:25]=1. The yield is 0.0900.